Dataset: Kinase inhibitor binding affinity data with 442 proteins and 68 drugs (Kd values). Task: Regression. Given a target protein amino acid sequence and a drug SMILES string, predict the binding affinity score between them. We predict pKd (pKd = -log10(Kd in M); higher means stronger binding). Dataset: davis. (1) The compound is COC(=O)c1ccc2c(c1)NC(=O)C2=C(Nc1ccc(N(C)C(=O)CN2CCN(C)CC2)cc1)c1ccccc1. The target protein (ABL2) has sequence MVLGTVLLPPNSYGRDQDTSLCCLCTEASESALPDLTDHFASCVEDGFEGDKTGGSSPEALHRPYGCDVEPQALNEAIRWSSKENLLGATESDPNLFVALYDFVASGDNTLSITKGEKLRVLGYNQNGEWSEVRSKNGQGWVPSNYITPVNSLEKHSWYHGPVSRSAAEYLLSSLINGSFLVRESESSPGQLSISLRYEGRVYHYRINTTADGKVYVTAESRFSTLAELVHHHSTVADGLVTTLHYPAPKCNKPTVYGVSPIHDKWEMERTDITMKHKLGGGQYGEVYVGVWKKYSLTVAVKTLKEDTMEVEEFLKEAAVMKEIKHPNLVQLLGVCTLEPPFYIVTEYMPYGNLLDYLRECNREEVTAVVLLYMATQISSAMEYLEKKNFIHRDLAARNCLVGENHVVKVADFGLSRLMTGDTYTAHAGAKFPIKWTAPESLAYNTFSIKSDVWAFGVLLWEIATYGMSPYPGIDLSQVYDLLEKGYRMEQPEGCPPKVY.... The pKd is 5.7. (2) The small molecule is Cc1cc(Nc2cc(N3CCN(C)CC3)nc(Sc3ccc(NC(=O)C4CC4)cc3)n2)n[nH]1. The target protein (PLK4) has sequence MATCIGEKIEDFKVGNLLGKGSFAGVYRAESIHTGLEVAIKMIDKKAMYKAGMVQRVQNEVKIHCQLKHPSILELYNYFEDSNYVYLVLEMCHNGEMNRYLKNRVKPFSENEARHFMHQIITGMLYLHSHGILHRDLTLSNLLLTRNMNIKIADFGLATQLKMPHEKHYTLCGTPNYISPEIATRSAHGLESDVWSLGCMFYTLLIGRPPFDTDTVKNTLNKVVLADYEMPSFLSIEAKDLIHQLLRRNPADRLSLSSVLDHPFMSRNSSTKSKDLGTVEDSIDSGHATISTAITASSSTSISGSLFDKRRLLIGQPLPNKMTVFPKNKSSTDFSSSGDGNSFYTQWGNQETSNSGRGRVIQDAEERPHSRYLRRAYSSDRSGTSNSQSQAKTYTMERCHSAEMLSVSKRSGGGENEERYSPTDNNANIFNFFKEKTSSSSGSFERPDNNQALSNHLCPGKTPFPFADPTPQTETVQQWFGNLQINAHLRKTTEYDSISP.... The pKd is 8.0. (3) The small molecule is CN1CCC(c2c(O)cc(O)c3c(=O)cc(-c4ccccc4Cl)oc23)C(O)C1. The target protein (MAPKAPK5) has sequence MSEESDMDKAIKETSILEEYSINWTQKLGAGISGPVRVCVKKSTQERFALKILLDRPKARNEVRLHMMCATHPNIVQIIEVFANSVQFPHESSPRARLLIVMEMMEGGELFHRISQHRHFTEKQASQVTKQIALALRHCHLLNIAHRDLKPENLLFKDNSLDAPVKLCDFGFAKIDQGDLMTPQFTPYYVAPQVLEAQRRHQKEKSGIIPTSPTPYTYNKSCDLWSLGVIIYVMLCGYPPFYSKHHSRTIPKDMRRKIMTGSFEFPEEEWSQISEMAKDVVRKLLKVKPEERLTIEGVLDHPWLNSTEALDNVLPSAQLMMDKAVVAGIQQAHAEQLANMRIQDLKVSLKPLHSVNNPILRKRKLLGTKPKDSVYIHDHENGAEDSNVALEKLRDVIAQCILPQAGKGENEDEKLNEVMQEAWKYNRECKLLRDTLQSFSWNGRGFTDKVDRLKLAEIVKQVIEEQTTSHESQ. The pKd is 5.0. (4) The small molecule is COc1cc2c(Oc3ccc(NC(=O)C4(C(=O)Nc5ccc(F)cc5)CC4)cc3F)ccnc2cc1OCCCN1CCOCC1. The target protein is PFCDPK1(Pfalciparum). The pKd is 6.6. (5) The compound is COc1cc2ncnc(Nc3ccc(F)c(Cl)c3)c2cc1OCCCN1CCOCC1. The target protein is PFCDPK1(Pfalciparum). The pKd is 5.0. (6) The small molecule is Cc1cnc(Nc2ccc(OCCN3CCCC3)cc2)nc1Nc1cccc(S(=O)(=O)NC(C)(C)C)c1. The target protein (TIE2) has sequence DDANGKSQTAGFLKGSLGPHAHLWKLDGEIWGSMDSLASLVLCGVSLLLSGTVEGAMDLILINSLPLVSDAETSLTCIASGWRPHEPITIGRDFEALMNQHQDPLEVTQDVTREWAKKVVWKREKASKINGAYFCEGRVRGEAIRIRTMKMRQQASFLPATLTMTVDKGDNVNISFKKVLIKEEDAVIYKNGSFIHSVPRHEVPDILEVHLPHAQPQDAGVYSARYIGGNLFTSAFTRLIVRRCEAQKWGPECNHLCTACMNNGVCHEDTGECICPPGFMGRTCEKACELHTFGRTCKERCSGQEGCKSYVFCLPDPYGCSCATGWKGLQCNEACHPGFYGPDCKLRCSCNNGEMCDRFQGCLCSPGWQGLQCEREGIPRMTPKIVDLPDHIEVNSGKFNPICKASGWPLPTNEEMTLVKPDGTVLHPKDFNHTDHFSVAIFTIHRILPPDSGVWVCSVNTVAGMVEKPFNISVKVLPKPLNAPNVIDTGHNFAVINISS.... The pKd is 5.7. (7) The drug is CS(=O)c1ccc(-c2nc(-c3ccc(F)cc3)c(-c3ccncc3)[nH]2)cc1. The target protein is PFCDPK1(Pfalciparum). The pKd is 6.1. (8) The compound is CN(C)CC1CCn2cc(c3ccccc32)C2=C(C(=O)NC2=O)c2cn(c3ccccc23)CCO1. The target protein is PFCDPK1(Pfalciparum). The pKd is 5.0. (9) The drug is CC12OC(CC1(O)CO)n1c3ccccc3c3c4c(c5c6ccccc6n2c5c31)CNC4=O. The target protein (IRAK3) has sequence MAGNCGARGALSAHTLLFDLPPALLGELCAVLDSCDGALGWRGLAERLSSSWLDVRHIEKYVDQGKSGTRELLWSWAQKNKTIGDLLQVLQEMGHRRAIHLITNYGAVLSPSEKSYQEGGFPNILFKETANVTVDNVLIPEHNEKGILLKSSISFQNIIEGTRNFHKDFLIGEGEIFEVYRVEIQNLTYAVKLFKQEKKMQCKKHWKRFLSELEVLLLFHHPNILELAAYFTETEKFCLIYPYMRNGTLFDRLQCVGDTAPLPWHIRIGILIGISKAIHYLHNVQPCSVICGSISSANILLDDQFQPKLTDFAMAHFRSHLEHQSCTINMTSSSSKHLWYMPEEYIRQGKLSIKTDVYSFGIVIMEVLTGCRVVLDDPKHIQLRDLLRELMEKRGLDSCLSFLDKKVPPCPRNFSAKLFCLAGRCAATRAKLRPSMDEVLNTLESTQASLYFAEDPPTSLKSFRCPSPLFLENVPSIPVEDDESQNNNLLPSDEGLRIDR.... The pKd is 7.8. (10) The compound is CC(C)(C)c1cc(NC(=O)Nc2ccc(-c3cn4c(n3)sc3cc(OCCN5CCOCC5)ccc34)cc2)no1. The target protein (QSK) has sequence MPARIGYYEIDRTIGKGNFAVVKRATHLVTKAKVAIKIIDKTQLDEENLKKIFREVQIMKMLCHPHIIRLYQVMETERMIYLVTEYASGGEIFDHLVAHGRMAEKEARRKFKQIVTAVYFCHCRNIVHRDLKAENLLLDANLNIKIADFGFSNLFTPGQLLKTWCGSPPYAAPELFEGKEYDGPKVDIWSLGVVLYVLVCGALPFDGSTLQNLRARVLSGKFRIPFFMSTECEHLIRHMLVLDPNKRLSMEQICKHKWMKLGDADPNFDRLIAECQQLKEERQVDPLNEDVLLAMEDMGLDKEQTLQSLRSDAYDHYSAIYSLLCDRHKRHKTLRLGALPSMPRALAFQAPVNIQAEQAGTAMNISVPQVQLINPENQIVEPDGTLNLDSDEGEEPSPEALVRYLSMRRHTVGVADPRTEVMEDLQKLLPGFPGVNPQAPFLQVAPNVNFMHNLLPMQNLQPTGQLEYKEQSLLQPPTLQLLNGMGPLGRRASDGGANIQ.... The pKd is 5.0.